Dataset: Full USPTO retrosynthesis dataset with 1.9M reactions from patents (1976-2016). Task: Predict the reactants needed to synthesize the given product. The reactants are: COP([CH2:7][C:8](=[O:21])[C@@H:9]([NH:13][C:14](=[O:20])[O:15][C:16]([CH3:19])([CH3:18])[CH3:17])[CH2:10][CH:11]=[CH2:12])(OC)=O.[CH:22]([C:24]1[CH:29]=[CH:28][C:27]([NH:30][C:31](=[O:34])[O:32][CH3:33])=[CH:26][C:25]=1[N+:35]([O-:37])=[O:36])=O.C([O-])([O-])=O.[K+].[K+]. Given the product [C:16]([O:15][C:14]([NH:13][C@@H:9]([CH2:10][CH:11]=[CH2:12])[C:8](=[O:21])/[CH:7]=[CH:22]/[C:24]1[CH:29]=[CH:28][C:27]([NH:30][C:31](=[O:34])[O:32][CH3:33])=[CH:26][C:25]=1[N+:35]([O-:37])=[O:36])=[O:20])([CH3:17])([CH3:18])[CH3:19], predict the reactants needed to synthesize it.